This data is from NCI-60 drug combinations with 297,098 pairs across 59 cell lines. The task is: Regression. Given two drug SMILES strings and cell line genomic features, predict the synergy score measuring deviation from expected non-interaction effect. (1) Cell line: OVCAR-4. Drug 2: C1=NC2=C(N=C(N=C2N1C3C(C(C(O3)CO)O)F)Cl)N. Drug 1: CC1=C(C=C(C=C1)NC(=O)C2=CC=C(C=C2)CN3CCN(CC3)C)NC4=NC=CC(=N4)C5=CN=CC=C5. Synergy scores: CSS=0.496, Synergy_ZIP=-0.177, Synergy_Bliss=2.69, Synergy_Loewe=-0.310, Synergy_HSA=0.105. (2) Drug 1: C1CN(P(=O)(OC1)NCCCl)CCCl. Drug 2: B(C(CC(C)C)NC(=O)C(CC1=CC=CC=C1)NC(=O)C2=NC=CN=C2)(O)O. Cell line: HOP-62. Synergy scores: CSS=36.4, Synergy_ZIP=4.79, Synergy_Bliss=3.56, Synergy_Loewe=-64.5, Synergy_HSA=-1.89. (3) Drug 1: CS(=O)(=O)C1=CC(=C(C=C1)C(=O)NC2=CC(=C(C=C2)Cl)C3=CC=CC=N3)Cl. Drug 2: COC1=CC(=CC(=C1O)OC)C2C3C(COC3=O)C(C4=CC5=C(C=C24)OCO5)OC6C(C(C7C(O6)COC(O7)C8=CC=CS8)O)O. Cell line: NCI-H226. Synergy scores: CSS=28.0, Synergy_ZIP=-4.97, Synergy_Bliss=0.109, Synergy_Loewe=-16.4, Synergy_HSA=1.93. (4) Drug 1: C1=CC(=C2C(=C1NCCNCCO)C(=O)C3=C(C=CC(=C3C2=O)O)O)NCCNCCO. Drug 2: CCCCC(=O)OCC(=O)C1(CC(C2=C(C1)C(=C3C(=C2O)C(=O)C4=C(C3=O)C=CC=C4OC)O)OC5CC(C(C(O5)C)O)NC(=O)C(F)(F)F)O. Cell line: U251. Synergy scores: CSS=48.2, Synergy_ZIP=0.657, Synergy_Bliss=0.303, Synergy_Loewe=-10.1, Synergy_HSA=2.40. (5) Drug 1: C1=CC(=CC=C1CCCC(=O)O)N(CCCl)CCCl. Drug 2: CC1=C(C(=CC=C1)Cl)NC(=O)C2=CN=C(S2)NC3=CC(=NC(=N3)C)N4CCN(CC4)CCO. Cell line: SK-MEL-28. Synergy scores: CSS=8.85, Synergy_ZIP=-3.63, Synergy_Bliss=3.98, Synergy_Loewe=1.33, Synergy_HSA=1.46. (6) Drug 1: C1=CC(=CC=C1CC(C(=O)O)N)N(CCCl)CCCl.Cl. Cell line: SF-268. Synergy scores: CSS=6.23, Synergy_ZIP=-3.36, Synergy_Bliss=-1.60, Synergy_Loewe=-6.90, Synergy_HSA=-5.90. Drug 2: C1=NC(=NC(=O)N1C2C(C(C(O2)CO)O)O)N. (7) Drug 1: CC1=CC2C(CCC3(C2CCC3(C(=O)C)OC(=O)C)C)C4(C1=CC(=O)CC4)C. Drug 2: C1=CN(C=N1)CC(O)(P(=O)(O)O)P(=O)(O)O. Cell line: T-47D. Synergy scores: CSS=13.6, Synergy_ZIP=-3.65, Synergy_Bliss=-3.92, Synergy_Loewe=-2.47, Synergy_HSA=-2.07. (8) Drug 1: C1CCC(C1)C(CC#N)N2C=C(C=N2)C3=C4C=CNC4=NC=N3. Drug 2: CC1=C(C(=CC=C1)Cl)NC(=O)C2=CN=C(S2)NC3=CC(=NC(=N3)C)N4CCN(CC4)CCO. Cell line: SF-539. Synergy scores: CSS=22.9, Synergy_ZIP=-2.70, Synergy_Bliss=2.16, Synergy_Loewe=1.69, Synergy_HSA=4.08. (9) Drug 1: CC(C1=C(C=CC(=C1Cl)F)Cl)OC2=C(N=CC(=C2)C3=CN(N=C3)C4CCNCC4)N. Drug 2: CC1=C2C(C(=O)C3(C(CC4C(C3C(C(C2(C)C)(CC1OC(=O)C(C(C5=CC=CC=C5)NC(=O)C6=CC=CC=C6)O)O)OC(=O)C7=CC=CC=C7)(CO4)OC(=O)C)O)C)OC(=O)C. Cell line: SN12C. Synergy scores: CSS=49.5, Synergy_ZIP=-1.45, Synergy_Bliss=-1.50, Synergy_Loewe=-7.50, Synergy_HSA=0.715. (10) Drug 1: COC1=C(C=C2C(=C1)N=CN=C2NC3=CC(=C(C=C3)F)Cl)OCCCN4CCOCC4. Drug 2: C1C(C(OC1N2C=NC3=C2NC=NCC3O)CO)O. Cell line: SNB-19. Synergy scores: CSS=12.4, Synergy_ZIP=-0.549, Synergy_Bliss=2.77, Synergy_Loewe=2.99, Synergy_HSA=3.87.